Dataset: Reaction yield outcomes from USPTO patents with 853,638 reactions. Task: Predict the reaction yield, written as a fraction of the theoretical maximum amount of product (1.0 means a 100% yield; for example, 0.34 means a 34% yield). No catalyst specified. The product is [F:17][C:18]1[CH:19]=[C:20]2[C:24](=[CH:25][CH:26]=1)[NH:23][C:22](=[O:27])[C:21]2=[CH:28][NH:16][C:13]1[CH:12]=[CH:11][C:10]([O:9][CH2:8][CH2:7][N:1]2[CH2:2][CH2:3][CH2:4][CH2:5][CH2:6]2)=[CH:15][CH:14]=1. The reactants are [N:1]1([CH2:7][CH2:8][O:9][C:10]2[CH:15]=[CH:14][C:13]([NH2:16])=[CH:12][CH:11]=2)[CH2:6][CH2:5][CH2:4][CH2:3][CH2:2]1.[F:17][C:18]1[CH:19]=[C:20]2[C:24](=[CH:25][CH:26]=1)[NH:23][C:22](=[O:27])[C:21]2=[CH:28]O. The yield is 0.740.